This data is from Full USPTO retrosynthesis dataset with 1.9M reactions from patents (1976-2016). The task is: Predict the reactants needed to synthesize the given product. Given the product [F:1][C:2]1[C:7]([F:8])=[CH:6][CH:5]=[CH:4][C:3]=1[OH:12], predict the reactants needed to synthesize it. The reactants are: [F:1][C:2]1[C:7]([F:8])=[CH:6][CH:5]=[CH:4][C:3]=1B(O)O.[OH2:12].